From a dataset of Catalyst prediction with 721,799 reactions and 888 catalyst types from USPTO. Predict which catalyst facilitates the given reaction. (1) Product: [N:1]([C@H:4]([C@@H:25]1[CH2:26][C@@H:27]([CH:31]([CH3:33])[CH3:32])[C:28](=[O:30])[O:29]1)[CH2:5][CH:6]([CH:7]([CH3:8])[CH3:9])[C@H:10]([O:24][C:40](=[O:44])[CH:41]([CH3:43])[CH3:42])[C:11]1[CH:16]=[CH:15][C:14]([CH3:17])=[C:13]([O:18][CH2:19][CH2:20][CH2:21][O:22][CH3:23])[CH:12]=1)=[N+:2]=[N-:3]. The catalyst class is: 79. Reactant: [N:1]([C@H:4]([C@H:25]1[O:29][C:28](=[O:30])[C@H:27]([CH:31]([CH3:33])[CH3:32])[CH2:26]1)[CH2:5][C@H:6]([CH:10]([OH:24])[C:11]1[CH:16]=[CH:15][C:14]([CH3:17])=[C:13]([O:18][CH2:19][CH2:20][CH2:21][O:22][CH3:23])[CH:12]=1)[CH:7]([CH3:9])[CH3:8])=[N+:2]=[N-:3].N1C=CC=CC=1.[C:40](O[C:40](=[O:44])[CH:41]([CH3:43])[CH3:42])(=[O:44])[CH:41]([CH3:43])[CH3:42]. (2) Reactant: [OH:1][C:2]1[C:9]([O:10][CH3:11])=[CH:8][C:5]([CH:6]=[O:7])=[CH:4][C:3]=1[O:12][CH3:13].C([O-])([O-])=O.[Cs+].[Cs+].Br[CH2:21][CH2:22][CH3:23].O. Product: [CH3:13][O:12][C:3]1[CH:4]=[C:5]([CH:8]=[C:9]([O:10][CH3:11])[C:2]=1[O:1][CH2:21][CH2:22][CH3:23])[CH:6]=[O:7]. The catalyst class is: 3. (3) Reactant: [NH2:1][C:2]1[S:3][C:4]([C:10]2[CH:15]=[CH:14][N:13]=[CH:12][CH:11]=2)=[CH:5][C:6]=1[C:7](O)=[O:8].[Cl-].[NH4+].Cl.C([N:21]=C=NCCCN(C)C)C.ON1C2C=CC=CC=2N=N1.C(N(CC)CC)C. Product: [NH2:1][C:2]1[S:3][C:4]([C:10]2[CH:15]=[CH:14][N:13]=[CH:12][CH:11]=2)=[CH:5][C:6]=1[C:7]([NH2:21])=[O:8]. The catalyst class is: 3. (4) Reactant: [C:1]([O:5][C:6]([NH:8][C@@H:9]([CH2:22][O:23][Si](C(C)(C)C)(C)C)[CH2:10][O:11][C:12]1[CH:13]=[N:14][CH:15]=[C:16]([CH:21]=1)[C:17](OC)=O)=[O:7])([CH3:4])([CH3:3])[CH3:2].[CH3:31][O:32][C:33]1[CH:34]=[C:35]2[C:40](=[CH:41][C:42]=1[O:43][CH3:44])[N:39]=[CH:38][C:37]([C:45]#[N:46])=[C:36]2[CH3:47].C[Si](C)(C)[NH:50][Si](C)(C)C.[Li].[Cl-].[NH4+]. Product: [NH2:46][C:45]1[N:50]=[C:17]([C:16]2[CH:21]=[C:12]([O:11][CH2:10][C@@H:9]([NH:8][C:6](=[O:7])[O:5][C:1]([CH3:2])([CH3:3])[CH3:4])[CH2:22][OH:23])[CH:13]=[N:14][CH:15]=2)[CH:47]=[C:36]2[C:37]=1[CH:38]=[N:39][C:40]1[CH:41]=[C:42]([O:43][CH3:44])[C:33]([O:32][CH3:31])=[CH:34][C:35]2=1. The catalyst class is: 1. (5) Reactant: I[C:2]1[N:3]=[CH:4][N:5]([C:7]([C:20]2[CH:25]=[CH:24][CH:23]=[CH:22][CH:21]=2)([C:14]2[CH:19]=[CH:18][CH:17]=[CH:16][CH:15]=2)[C:8]2[CH:13]=[CH:12][CH:11]=[CH:10][CH:9]=2)[CH:6]=1.[Cl:26][C:27]1[CH:32]=[CH:31][C:30]([C@@H:33]2[C@:35]3([C:43]4[C:38](=[CH:39][CH:40]=[CH:41][CH:42]=4)[NH:37][C:36]3=[O:44])[CH2:34]2)=[CH:29][CH:28]=1.C(=O)([O-])[O-].[K+].[K+].CN(C)CCN. Product: [Cl:26][C:27]1[CH:28]=[CH:29][C:30]([C@H:33]2[C@@:35]3([C:43]4[C:38](=[CH:39][CH:40]=[CH:41][CH:42]=4)[N:37]([C:2]4[N:3]=[CH:4][N:5]([C:7]([C:8]5[CH:13]=[CH:12][CH:11]=[CH:10][CH:9]=5)([C:20]5[CH:21]=[CH:22][CH:23]=[CH:24][CH:25]=5)[C:14]5[CH:15]=[CH:16][CH:17]=[CH:18][CH:19]=5)[CH:6]=4)[C:36]3=[O:44])[CH2:34]2)=[CH:31][CH:32]=1. The catalyst class is: 767. (6) Reactant: C(N(CC)CC)C.Cl.[NH:9]1[CH2:13][CH2:12][CH:11]([O:14][C:15](=[O:22])[C:16]2[CH:21]=[CH:20][CH:19]=[CH:18][CH:17]=2)[CH2:10]1.O=S1(=O)[N:28]([C:29]2[CH:40]=[CH:39][C:32]([C:33]([NH:35][CH2:36][CH2:37][CH3:38])=[O:34])=[CH:31][CH:30]=2)[CH:27]([C:41]2[CH:46]=[CH:45][CH:44]=[CH:43][CH:42]=2)[CH2:26]O1. Product: [C:41]1([CH:27]([NH:28][C:29]2[CH:30]=[CH:31][C:32]([C:33](=[O:34])[NH:35][CH2:36][CH2:37][CH3:38])=[CH:39][CH:40]=2)[CH2:26][N:9]2[CH2:13][CH2:12][CH:11]([O:14][C:15](=[O:22])[C:16]3[CH:17]=[CH:18][CH:19]=[CH:20][CH:21]=3)[CH2:10]2)[CH:42]=[CH:43][CH:44]=[CH:45][CH:46]=1. The catalyst class is: 8. (7) Reactant: [CH3:1][C@H:2]1[CH2:7][O:6][CH2:5][CH2:4][N:3]1[C:8]1[CH:13]=[C:12]([CH2:14][S:15]([CH3:18])(=[O:17])=[O:16])[N:11]=[C:10]([C:19]2[CH:20]=[C:21]3[C:25](=[CH:26][CH:27]=2)[NH:24][C:23]([C:28]([O:30]CC)=[O:29])=[CH:22]3)[N:9]=1. Product: [CH3:1][C@H:2]1[CH2:7][O:6][CH2:5][CH2:4][N:3]1[C:8]1[CH:13]=[C:12]([CH2:14][S:15]([CH3:18])(=[O:17])=[O:16])[N:11]=[C:10]([C:19]2[CH:20]=[C:21]3[C:25](=[CH:26][CH:27]=2)[NH:24][C:23]([C:28]([OH:30])=[O:29])=[CH:22]3)[N:9]=1. The catalyst class is: 562. (8) Reactant: [CH:1]([NH:4][C:5](=[O:41])[CH2:6][O:7][C:8]1[CH:9]=[C:10]([C:14]2[N:23]=[C:22]([NH:24][C:25]3[CH:26]=[C:27]4[C:31](=[CH:32][CH:33]=3)[N:30](C(OC(C)(C)C)=O)[N:29]=[CH:28]4)[C:21]3[C:16](=[CH:17][CH:18]=[CH:19][CH:20]=3)[N:15]=2)[CH:11]=[CH:12][CH:13]=1)([CH3:3])[CH3:2].[C:42]([OH:48])([C:44]([F:47])([F:46])[F:45])=[O:43]. Product: [F:45][C:44]([F:47])([F:46])[C:42]([OH:48])=[O:43].[NH:30]1[C:31]2[C:27](=[CH:26][C:25]([NH:24][C:22]3[C:21]4[C:16](=[CH:17][CH:18]=[CH:19][CH:20]=4)[N:15]=[C:14]([C:10]4[CH:9]=[C:8]([CH:13]=[CH:12][CH:11]=4)[O:7][CH2:6][C:5]([NH:4][CH:1]([CH3:2])[CH3:3])=[O:41])[N:23]=3)=[CH:33][CH:32]=2)[CH:28]=[N:29]1. The catalyst class is: 2. (9) Reactant: NC(CS)C(O)=O.[C:8]([C:10]1[CH:11]=[C:12]([CH:35]=[CH:36][C:37]=1[O:38][CH:39]([CH3:41])[CH3:40])[CH2:13][O:14][C:15]1[CH:23]=[CH:22][C:21]2[N:20]3[CH2:24][CH2:25][CH:26]([CH2:27][C:28]([O:30]C(C)(C)C)=[O:29])[C:19]3=[CH:18][C:17]=2[CH:16]=1)#[N:9]. Product: [C:8]([C:10]1[CH:11]=[C:12]([CH:35]=[CH:36][C:37]=1[O:38][CH:39]([CH3:41])[CH3:40])[CH2:13][O:14][C:15]1[CH:23]=[CH:22][C:21]2[N:20]3[CH2:24][CH2:25][CH:26]([CH2:27][C:28]([OH:30])=[O:29])[C:19]3=[CH:18][C:17]=2[CH:16]=1)#[N:9]. The catalyst class is: 67. (10) Reactant: [C:1]([C:3]1[CH:4]=[C:5]2[C:10](=[CH:11][CH:12]=1)[C:8](=O)[O:7][CH2:6]2)#[N:2].[F:13][C:14]1[CH:19]=[CH:18][C:17]([Mg]Br)=[CH:16][CH:15]=1.[CH3:22][N:23]([CH2:25][CH2:26][CH2:27][Mg]Cl)[CH3:24].[Cl-].[NH4+].C(N(CC)CC)C.[Cl-]. Product: [CH3:22][N:23]([CH2:25][CH2:26][CH2:27][C:8]1([C:17]2[CH:16]=[CH:15][C:14]([F:13])=[CH:19][CH:18]=2)[O:7][CH2:6][C:5]2[CH:4]=[C:3]([C:1]#[N:2])[CH:12]=[CH:11][C:10]1=2)[CH3:24]. The catalyst class is: 30.